From a dataset of Full USPTO retrosynthesis dataset with 1.9M reactions from patents (1976-2016). Predict the reactants needed to synthesize the given product. (1) Given the product [OH:1][NH:2][C:31]([C@H:18]1[CH2:19][C@H:20]([O:23][CH2:24][C:25]2[CH:26]=[N:27][CH:28]=[CH:29][CH:30]=2)[CH2:21][CH2:22][C@@H:17]1[C:15]([N:12]1[CH2:13][CH2:14][N:9]([C:3]2[CH:4]=[CH:5][CH:6]=[CH:7][CH:8]=2)[CH2:10][CH2:11]1)=[O:16])=[O:32], predict the reactants needed to synthesize it. The reactants are: [OH:1][NH2:2].[C:3]1([N:9]2[CH2:14][CH2:13][N:12]([C:15]([C@H:17]3[CH2:22][CH2:21][C@@H:20]([O:23][CH2:24][C:25]4[CH:26]=[N:27][CH:28]=[CH:29][CH:30]=4)[CH2:19][C@@H:18]3[C:31](OC)=[O:32])=[O:16])[CH2:11][CH2:10]2)[CH:8]=[CH:7][CH:6]=[CH:5][CH:4]=1.CO. (2) Given the product [S:14]1[C:18]2[CH:19]=[CH:20][CH:21]=[CH:22][C:17]=2[N:16]=[C:15]1[NH:23][C@H:24]1[CH2:25][C@H:26]([N:28]2[C:2]3[CH:7]=[CH:6][CH:5]=[CH:4][C:3]=3[N:8]([CH3:13])[C:9]2=[O:10])[CH2:27]1, predict the reactants needed to synthesize it. The reactants are: Br[C:2]1[CH:7]=[CH:6][CH:5]=[CH:4][C:3]=1[N:8]([CH3:13])[C:9](=O)[O:10]C.[S:14]1[C:18]2[CH:19]=[CH:20][CH:21]=[CH:22][C:17]=2[N:16]=[C:15]1[NH:23][C@H:24]1[CH2:27][C@H:26]([NH2:28])[CH2:25]1.CC(C)([O-])C.[Na+]. (3) Given the product [F:1][CH:2]([F:12])[C:3]1[CH:11]=[CH:10][CH:9]=[CH:8][C:4]=1[C:5]([Cl:15])=[O:6], predict the reactants needed to synthesize it. The reactants are: [F:1][CH:2]([F:12])[C:3]1[CH:11]=[CH:10][CH:9]=[CH:8][C:4]=1[C:5](O)=[O:6].S(Cl)([Cl:15])=O. (4) Given the product [CH:9]1([Si:2]([CH2:24][CH:19]([CH3:18])[CH3:15])([O:3][CH2:4][CH3:5])[O:6][CH2:7][CH3:8])[CH2:14][CH2:13][CH2:12][CH2:11]1, predict the reactants needed to synthesize it. The reactants are: Cl[Si:2]([CH:9]1[CH2:14][CH2:13][CH2:12][CH2:11]C1)([O:6][CH2:7][CH3:8])[O:3][CH2:4][CH3:5].[CH:15]1([Mg]Cl)[CH2:19][CH2:18]CC1.[Cl-].[NH4+].[CH2:24](OCC)C.